Dataset: Ames mutagenicity test results for genotoxicity prediction. Task: Regression/Classification. Given a drug SMILES string, predict its toxicity properties. Task type varies by dataset: regression for continuous values (e.g., LD50, hERG inhibition percentage) or binary classification for toxic/non-toxic outcomes (e.g., AMES mutagenicity, cardiotoxicity, hepatotoxicity). Dataset: ames. (1) The compound is c1ccc2c(c1)-c1c(c3ccccc3c3ccccc13)[C@H]1N[C@@H]21. The result is 1 (mutagenic). (2) The drug is CCOP(=O)(CC)OCC. The result is 0 (non-mutagenic). (3) The molecule is c1ccc2c(OCC3CO3)cccc2c1. The result is 1 (mutagenic). (4) The compound is Clc1ccc(CC[C@H]2CO2)cc1. The result is 1 (mutagenic). (5) The compound is C1COCCO1. The result is 0 (non-mutagenic). (6) The compound is O[C@@H]1C=Cc2ccc3c(ccc4ccccc43)c2[C@H]1O. The result is 1 (mutagenic).